From a dataset of Full USPTO retrosynthesis dataset with 1.9M reactions from patents (1976-2016). Predict the reactants needed to synthesize the given product. Given the product [NH2:8][C:9]1[C:14]([C:15]([C:17]2[CH:22]=[CH:21][CH:20]=[CH:19][C:18]=2[O:23][CH3:24])=[O:16])=[CH:13][N:12]=[C:11]([NH:25][CH:26]2[CH2:31][CH2:30][N:29]([S:34]([CH2:32][CH3:33])(=[O:36])=[O:35])[CH2:28][CH2:27]2)[N:10]=1, predict the reactants needed to synthesize it. The reactants are: FC(F)(F)C(O)=O.[NH2:8][C:9]1[C:14]([C:15]([C:17]2[CH:22]=[CH:21][CH:20]=[CH:19][C:18]=2[O:23][CH3:24])=[O:16])=[CH:13][N:12]=[C:11]([NH:25][CH:26]2[CH2:31][CH2:30][NH:29][CH2:28][CH2:27]2)[N:10]=1.[CH2:32]([S:34](Cl)(=[O:36])=[O:35])[CH3:33].